This data is from Catalyst prediction with 721,799 reactions and 888 catalyst types from USPTO. The task is: Predict which catalyst facilitates the given reaction. Product: [N+:8]([C:5]1[CH:6]=[CH:7][C:2]([N:11]2[CH2:15][CH2:14][CH2:13][CH2:12]2)=[N:3][CH:4]=1)([O-:10])=[O:9]. Reactant: Br[C:2]1[CH:7]=[CH:6][C:5]([N+:8]([O-:10])=[O:9])=[CH:4][N:3]=1.[NH:11]1[CH2:15][CH2:14][CH2:13][CH2:12]1. The catalyst class is: 11.